This data is from Catalyst prediction with 721,799 reactions and 888 catalyst types from USPTO. The task is: Predict which catalyst facilitates the given reaction. (1) Reactant: [CH3:1][NH:2][C:3]([C:5]1[C:6]2[C@@H:7](O)[C@H:8]([OH:26])[C@@H:9]([C:20]3[CH:25]=[CH:24][CH:23]=[CH:22][CH:21]=3)[NH:10][C:11]=2[C:12]2[N:17]=[C:16]([CH3:18])[N:15]([CH3:19])[C:13]=2[CH:14]=1)=[O:4].CS(O)(=O)=O.C(=O)([O-])O.[Na+].[F:38][CH:39]([F:42])[CH2:40]O. Product: [CH3:1][NH:2][C:3]([C:5]1[C:6]2[C@@H:7]([CH2:40][CH:39]([F:42])[F:38])[C@@H:8]([OH:26])[C@@H:9]([C:20]3[CH:25]=[CH:24][CH:23]=[CH:22][CH:21]=3)[NH:10][C:11]=2[C:12]2[N:17]=[C:16]([CH3:18])[N:15]([CH3:19])[C:13]=2[CH:14]=1)=[O:4]. The catalyst class is: 4. (2) Reactant: [OH:1][C@@H:2]1[CH2:7][N:6]([C:8]([O:10][CH2:11][C:12]2[CH:17]=[CH:16][CH:15]=[CH:14][CH:13]=2)=[O:9])[C@H:5]([CH3:18])[CH2:4][CH2:3]1.C[N+]1([O-])CCOCC1. Product: [CH3:18][C@@H:5]1[CH2:4][CH2:3][C:2](=[O:1])[CH2:7][N:6]1[C:8]([O:10][CH2:11][C:12]1[CH:17]=[CH:16][CH:15]=[CH:14][CH:13]=1)=[O:9]. The catalyst class is: 678. (3) Reactant: [CH:1]1[C:2]([C:10]([O:12][CH2:13][CH3:14])=[O:11])=[CH:3][N:4]2[C:9]=1[CH:8]=[CH:7][CH:6]=[CH:5]2.F[B-](F)(F)F.C1(P(C2CCCC2)C2CCCC2)CCCC1.C([O-])([O-])=O.[Cs+].[Cs+].Br[C:43]1[CH:48]=[CH:47][CH:46]=[C:45]([F:49])[CH:44]=1. The catalyst class is: 718. Product: [F:49][C:45]1[CH:44]=[C:43]([C:3]2[N:4]3[C:9]([CH:8]=[CH:7][CH:6]=[CH:5]3)=[CH:1][C:2]=2[C:10]([O:12][CH2:13][CH3:14])=[O:11])[CH:48]=[CH:47][CH:46]=1. (4) Reactant: [CH2:1]([O:3][C:4](=[O:18])[CH:5]([O:15][CH2:16][CH3:17])[CH2:6][C:7]1[CH:12]=[CH:11][C:10]([OH:13])=[C:9]([F:14])[CH:8]=1)[CH3:2].[F:19][C:20]([F:36])([F:35])[C:21]1[CH:26]=[CH:25][C:24]([C:27]2[S:28][CH:29]=[C:30]([CH2:32][CH2:33]O)[N:31]=2)=[CH:23][CH:22]=1.ClCC1N=C(C2C=CC(C(F)(F)F)=CC=2)SC=1.C1(P(C2C=CC=CC=2)C2C=CC=CC=2)C=CC=CC=1.N(C(OCC)=O)=NC(OCC)=O. Product: [CH2:1]([O:3][C:4](=[O:18])[CH:5]([O:15][CH2:16][CH3:17])[CH2:6][C:7]1[CH:12]=[CH:11][C:10]([O:13][CH2:33][CH2:32][C:30]2[N:31]=[C:27]([C:24]3[CH:23]=[CH:22][C:21]([C:20]([F:36])([F:19])[F:35])=[CH:26][CH:25]=3)[S:28][CH:29]=2)=[C:9]([F:14])[CH:8]=1)[CH3:2]. The catalyst class is: 7. (5) Reactant: [OH-].[Li+].[N:3]1[CH:8]=[CH:7][CH:6]=[CH:5][C:4]=1[C:9]1[CH:10]=[CH:11][C:12]2[N:13]([CH:15]=[C:16]([C:18]([O:20]CC)=[O:19])[N:17]=2)[CH:14]=1.Cl.Cl. Product: [N:3]1[CH:8]=[CH:7][CH:6]=[CH:5][C:4]=1[C:9]1[CH:10]=[CH:11][C:12]2[N:13]([CH:15]=[C:16]([C:18]([OH:20])=[O:19])[N:17]=2)[CH:14]=1. The catalyst class is: 83. (6) Reactant: [NH2:1][C:2]1[CH:6]=[C:5]([C:7]([CH2:12][OH:13])([CH2:10][OH:11])[CH2:8][OH:9])[O:4][N:3]=1.C(=O)([O-])[O-].[K+].[K+].Cl[C:21]([O:23][C:24]1[CH:29]=[CH:28][CH:27]=[CH:26][CH:25]=1)=[O:22]. Product: [OH:11][CH2:10][C:7]([C:5]1[O:4][N:3]=[C:2]([NH:1][C:21](=[O:22])[O:23][C:24]2[CH:29]=[CH:28][CH:27]=[CH:26][CH:25]=2)[CH:6]=1)([CH2:12][OH:13])[CH2:8][OH:9]. The catalyst class is: 1. (7) Reactant: [C:1]1([CH3:14])[CH:6]=[C:5]([CH3:7])[CH:4]=[C:3]([CH3:8])[C:2]=1[S:9]([O:12][NH2:13])(=[O:11])=[O:10].[Br:15][C:16]1[CH:17]=[CH:18][C:19]([NH2:22])=[N:20][CH:21]=1. Product: [CH3:8][C:3]1[CH:4]=[C:5]([CH3:7])[CH:6]=[C:1]([CH3:14])[C:2]=1[S:9]([O-:12])(=[O:11])=[O:10].[NH2:13][N+:20]1[CH:21]=[C:16]([Br:15])[CH:17]=[CH:18][C:19]=1[NH2:22]. The catalyst class is: 4. (8) Reactant: [F:1][C:2]([F:11])([F:10])[C:3]1([CH2:8][OH:9])[CH2:7][CH2:6][CH2:5][CH2:4]1.CC(C)([O-])C.[K+].[Cl:18][C:19]1[C:20](F)=[CH:21][C:22]([F:28])=[C:23]([CH:27]=1)[C:24]([OH:26])=[O:25].Cl. Product: [Cl:18][C:19]1[C:20]([O:9][CH2:8][C:3]2([C:2]([F:10])([F:11])[F:1])[CH2:7][CH2:6][CH2:5][CH2:4]2)=[CH:21][C:22]([F:28])=[C:23]([CH:27]=1)[C:24]([OH:26])=[O:25]. The catalyst class is: 16. (9) Reactant: [CH3:1][C:2]([C:4]1[CH:9]=[CH:8][C:7](Cl)=[C:6]([N+:11]([O-:13])=[O:12])[CH:5]=1)=[O:3].[C:14]([O:18][CH3:19])(=[O:17])[CH2:15][SH:16].C([O-])([O-])=O.[K+].[K+]. Product: [CH3:19][O:18][C:14](=[O:17])[CH2:15][S:16][C:7]1[CH:8]=[CH:9][C:4]([C:2](=[O:3])[CH3:1])=[CH:5][C:6]=1[N+:11]([O-:13])=[O:12]. The catalyst class is: 9. (10) The catalyst class is: 7. Product: [F:1][C:2]1[C:3]([O:10][CH3:11])=[CH:4][C:5]([CH3:9])=[C:6]([NH:7][C:12](=[O:13])[O:14][C:15]([CH3:18])([CH3:17])[CH3:16])[CH:8]=1. Reactant: [F:1][C:2]1[C:3]([O:10][CH3:11])=[CH:4][C:5]([CH3:9])=[C:6]([CH:8]=1)[NH2:7].[C:12](O[C:12]([O:14][C:15]([CH3:18])([CH3:17])[CH3:16])=[O:13])([O:14][C:15]([CH3:18])([CH3:17])[CH3:16])=[O:13].